Dataset: Forward reaction prediction with 1.9M reactions from USPTO patents (1976-2016). Task: Predict the product of the given reaction. (1) The product is: [Si:3]([O:10][CH2:11][C@@H:12]([O:14][CH2:15][C@H:16]([O:21][C:23]1[N:28]=[CH:27][N:26]=[C:25]2[N:29]([C:32]3[C:37]([Cl:38])=[CH:36][CH:35]=[CH:34][N:33]=3)[N:30]=[CH:31][C:24]=12)[C:17]([O:19][CH3:20])=[O:18])[CH3:13])([C:6]([CH3:9])([CH3:8])[CH3:7])([CH3:5])[CH3:4]. Given the reactants [H-].[Na+].[Si:3]([O:10][CH2:11][C@@H:12]([O:14][CH2:15][C@H:16]([OH:21])[C:17]([O:19][CH3:20])=[O:18])[CH3:13])([C:6]([CH3:9])([CH3:8])[CH3:7])([CH3:5])[CH3:4].Cl[C:23]1[N:28]=[CH:27][N:26]=[C:25]2[N:29]([C:32]3[C:37]([Cl:38])=[CH:36][CH:35]=[CH:34][N:33]=3)[N:30]=[CH:31][C:24]=12.C(O)(=O)CC(CC(O)=O)(C(O)=O)O, predict the reaction product. (2) Given the reactants [C:1]([NH:4][CH2:5][CH2:6][O:7][C:8](=[O:28])[C@@H:9]([C:21]1[CH:26]=[CH:25][C:24]([Cl:27])=[CH:23][CH:22]=1)[O:10][C:11]1[CH:16]=[CH:15][CH:14]=[C:13]([C:17]([F:20])([F:19])[F:18])[CH:12]=1)(=[O:3])[CH3:2], predict the reaction product. The product is: [C:1]([NH:4][CH2:5][CH2:6][O:7][C:8](=[O:28])[CH:9]([C:21]1[CH:26]=[CH:25][C:24]([Cl:27])=[CH:23][CH:22]=1)[O:10][C:11]1[CH:16]=[CH:15][CH:14]=[C:13]([C:17]([F:18])([F:19])[F:20])[CH:12]=1)(=[O:3])[CH3:2]. (3) Given the reactants [Br:1][C:2]1[CH:3]=[CH:4][C:5]([CH2:13]Br)=[C:6]([CH:12]=1)[C:7]([O:9]CC)=O.[NH2:15][C:16]1[CH:21]=[CH:20][C:19]([CH:22]([CH3:30])[C:23]([O:25][C:26]([CH3:29])([CH3:28])[CH3:27])=[O:24])=[CH:18][CH:17]=1.C(N(CC)C(C)C)(C)C, predict the reaction product. The product is: [Br:1][C:2]1[CH:12]=[C:6]2[C:5]([CH2:13][N:15]([C:16]3[CH:17]=[CH:18][C:19]([CH:22]([CH3:30])[C:23]([O:25][C:26]([CH3:29])([CH3:28])[CH3:27])=[O:24])=[CH:20][CH:21]=3)[C:7]2=[O:9])=[CH:4][CH:3]=1.